The task is: Regression. Given a peptide amino acid sequence and an MHC pseudo amino acid sequence, predict their binding affinity value. This is MHC class I binding data.. This data is from Peptide-MHC class I binding affinity with 185,985 pairs from IEDB/IMGT. (1) The peptide sequence is RPNNNTRKSI. The binding affinity (normalized) is 0. The MHC is HLA-B35:01 with pseudo-sequence HLA-B35:01. (2) The peptide sequence is EMVLRADQL. The MHC is HLA-E01:03 with pseudo-sequence HLA-E01:03. The binding affinity (normalized) is 0. (3) The peptide sequence is QGIRQVLF. The MHC is Mamu-B52 with pseudo-sequence Mamu-B52. The binding affinity (normalized) is 0.866. (4) The peptide sequence is HEVHAVWPG. The MHC is HLA-B27:05 with pseudo-sequence HLA-B27:05. The binding affinity (normalized) is 0.0847. (5) The peptide sequence is QLDEKSSIK. The MHC is HLA-A31:01 with pseudo-sequence HLA-A31:01. The binding affinity (normalized) is 0.227. (6) The peptide sequence is APILVVSGI. The MHC is HLA-A30:01 with pseudo-sequence HLA-A30:01. The binding affinity (normalized) is 0.0847. (7) The peptide sequence is KIGKEAIVI. The MHC is Mamu-B1001 with pseudo-sequence Mamu-B1001. The binding affinity (normalized) is 0.496.